This data is from Reaction yield outcomes from USPTO patents with 853,638 reactions. The task is: Predict the reaction yield, written as a fraction of the theoretical maximum amount of product (1.0 means a 100% yield; for example, 0.34 means a 34% yield). The reactants are [CH3:1][CH2:2][CH2:3][N:4]1[C@H:9]([C:10]([NH:12][C:13]2[C:14]([CH3:20])=[CH:15][CH:16]=[CH:17][C:18]=2[CH3:19])=[O:11])[CH2:8][CH2:7][CH2:6][CH2:5]1.CC(O)C.[ClH:25]. The catalyst is C(C(C)=O)C(C)C. The product is [CH3:1][CH2:2][CH2:3][N:4]1[C@H:9]([C:10]([NH:12][C:13]2[C:18]([CH3:19])=[CH:17][CH:16]=[CH:15][C:14]=2[CH3:20])=[O:11])[CH2:8][CH2:7][CH2:6][CH2:5]1.[ClH:25]. The yield is 0.989.